This data is from Reaction yield outcomes from USPTO patents with 853,638 reactions. The task is: Predict the reaction yield, written as a fraction of the theoretical maximum amount of product (1.0 means a 100% yield; for example, 0.34 means a 34% yield). (1) The reactants are [Cl:1][CH2:2][C:3]([NH2:5])=[O:4].[N:6]1[CH:11]=[CH:10][CH:9]=[CH:8][CH:7]=1. The catalyst is C(#N)C. The product is [Cl-:1].[NH2:5][C:3](=[O:4])[CH2:2][N+:6]1[CH:11]=[CH:10][CH:9]=[CH:8][CH:7]=1. The yield is 0.870. (2) The reactants are [NH2:1][C:2]1[S:3][C:4]([C:12]2[CH:17]=[CH:16][C:15]([F:18])=[CH:14][CH:13]=2)=[CH:5][C:6]=1[C:7](OCC)=[O:8].Cl.Cl[C:21]([NH2:23])=[NH:22].CS(C)(=O)=O.[OH-].[NH4+]. The catalyst is O. The product is [NH2:22][C:21]1[NH:23][C:7](=[O:8])[C:6]2[CH:5]=[C:4]([C:12]3[CH:17]=[CH:16][C:15]([F:18])=[CH:14][CH:13]=3)[S:3][C:2]=2[N:1]=1. The yield is 0.950. (3) The reactants are BrC(C=O)C=O.Br[C:8]1[CH:9]=[CH:10][C:11]2[N:12]([C:14]([CH:17]=[O:18])=[CH:15][N:16]=2)[CH:13]=1.Br[C:20]1[CH:21]=[CH:22][C:23](N)=[N:24][CH:25]=1.C(#N)C. No catalyst specified. The product is [N:24]1[CH:25]=[CH:20][CH:21]=[C:22]([C:8]2[CH:9]=[CH:10][C:11]3[N:12]([C:14]([CH:17]=[O:18])=[CH:15][N:16]=3)[CH:13]=2)[CH:23]=1. The yield is 0.530. (4) The reactants are [NH2:1][C@H:2]([C:4]1[N:5]=[C:6]2[S:20][CH:19]=[C:18]([CH3:21])[N:7]2[C:8](=[O:17])[C:9]=1[C:10]1[CH:15]=[CH:14][CH:13]=[C:12]([F:16])[CH:11]=1)[CH3:3].[NH2:22][C:23]1[N:31]=[C:30]2[C:26]([NH:27][CH:28]=[N:29]2)=[C:25](Br)[N:24]=1.C(N(CC)C(C)C)(C)C. The catalyst is C(O)CCC. The product is [NH2:22][C:23]1[N:31]=[C:30]2[C:26]([N:27]=[CH:28][NH:29]2)=[C:25]([NH:1][C@H:2]([C:4]2[N:5]=[C:6]3[S:20][CH:19]=[C:18]([CH3:21])[N:7]3[C:8](=[O:17])[C:9]=2[C:10]2[CH:15]=[CH:14][CH:13]=[C:12]([F:16])[CH:11]=2)[CH3:3])[N:24]=1. The yield is 0.190. (5) The reactants are [Cl:1][C:2]1[S:6][C:5]([C:7]([O:9]C)=[O:8])=[CH:4][C:3]=1[C:11]1[N:15]([CH3:16])[N:14]=[CH:13][C:12]=1[F:17].[OH-].[Na+]. The catalyst is O1CCCC1. The product is [Cl:1][C:2]1[S:6][C:5]([C:7]([OH:9])=[O:8])=[CH:4][C:3]=1[C:11]1[N:15]([CH3:16])[N:14]=[CH:13][C:12]=1[F:17]. The yield is 0.720. (6) The reactants are [Br:1][C:2]1[CH:17]=[C:5]2[N:6]=[C:7]([CH3:16])[C:8]([CH2:11][C:12]([O:14][CH3:15])=[O:13])=[C:9](Cl)[N:4]2[N:3]=1.Cl.[CH3:19][C:20]1([CH3:26])[CH2:25][CH2:24][NH:23][CH2:22][CH2:21]1.CCN(C(C)C)C(C)C. The catalyst is CN(C=O)C. The product is [Br:1][C:2]1[CH:17]=[C:5]2[N:6]=[C:7]([CH3:16])[C:8]([CH2:11][C:12]([O:14][CH3:15])=[O:13])=[C:9]([N:23]3[CH2:24][CH2:25][C:20]([CH3:26])([CH3:19])[CH2:21][CH2:22]3)[N:4]2[N:3]=1. The yield is 0.910. (7) The reactants are [Br:1][C:2]1[C:3]([N:11]2[CH2:16][CH2:15][N:14]([C:17](=[O:38])[C@@H:18]([C:31]3[CH:36]=[CH:35][C:34]([Cl:37])=[CH:33][CH:32]=3)[CH2:19][N:20]([CH:28]([CH3:30])[CH3:29])C(=O)OC(C)(C)C)[CH2:13][CH2:12]2)=[C:4]2[CH:10]=[CH:9][NH:8][C:5]2=[N:6][CH:7]=1.C(O)(C(F)(F)F)=O.C1(N)C(F)=C(F)C(F)=C(N)C=1F.Cl.Cl. The catalyst is C(Cl)Cl. The product is [Br:1][C:2]1[C:3]([N:11]2[CH2:12][CH2:13][N:14]([C:17](=[O:38])[C@@H:18]([C:31]3[CH:32]=[CH:33][C:34]([Cl:37])=[CH:35][CH:36]=3)[CH2:19][NH:20][CH:28]([CH3:30])[CH3:29])[CH2:15][CH2:16]2)=[C:4]2[CH:10]=[CH:9][NH:8][C:5]2=[N:6][CH:7]=1. The yield is 0.900. (8) The yield is 0.940. The reactants are [F:1][C:2]1[C:3](=[O:22])[NH:4][C:5](=[O:21])[N:6]([C@H:8]2[CH2:11][C@@H:10]([CH2:12][O:13]CC3C=CC=CC=3)[CH2:9]2)[CH:7]=1.C(O)=O.[H][H]. The product is [F:1][C:2]1[C:3](=[O:22])[NH:4][C:5](=[O:21])[N:6]([C@H:8]2[CH2:9][C@@H:10]([CH2:12][OH:13])[CH2:11]2)[CH:7]=1. The catalyst is [Pd].C(O)C. (9) The reactants are Br[C:2]1[CH:7]=[CH:6][CH:5]=[C:4]([Br:8])[N:3]=1.[Li+].CCC[CH2-].[CH2:14]([N:21]1[CH2:26][CH2:25][C:24]([NH:29][C:30]2[CH:35]=[CH:34][CH:33]=[CH:32][CH:31]=2)(C#N)[CH2:23][CH2:22]1)[C:15]1[CH:20]=[CH:19][CH:18]=[CH:17][CH:16]=1.O. The catalyst is O1CCCC1. The product is [CH2:14]([N:21]1[CH2:22][CH2:23][C:24]([NH:29][C:30]2[CH:35]=[CH:34][CH:33]=[CH:32][CH:31]=2)([C:2]2[CH:7]=[CH:6][CH:5]=[C:4]([Br:8])[N:3]=2)[CH2:25][CH2:26]1)[C:15]1[CH:16]=[CH:17][CH:18]=[CH:19][CH:20]=1. The yield is 0.500. (10) The reactants are [OH:1][N:2]=[C:3](Cl)[C:4]1[C:8]([NH:9][CH2:10][CH2:11][O:12][CH3:13])=[N:7][O:6][N:5]=1.[Br:15][C:16]1[CH:17]=[C:18]([CH:20]=[CH:21][C:22]=1[F:23])[NH2:19].C(=O)(O)[O-].[Na+]. The catalyst is O. The product is [Br:15][C:16]1[CH:17]=[C:18]([NH:19][C:3]([C:4]2[C:8]([NH:9][CH2:10][CH2:11][O:12][CH3:13])=[N:7][O:6][N:5]=2)=[N:2][OH:1])[CH:20]=[CH:21][C:22]=1[F:23]. The yield is 0.980.